From a dataset of Full USPTO retrosynthesis dataset with 1.9M reactions from patents (1976-2016). Predict the reactants needed to synthesize the given product. (1) Given the product [Cl:1][C:2]1[CH:3]=[C:4]([N:9]2[C:13]([C:14]3[CH:19]=[CH:18][C:17]([F:20])=[C:16]([Cl:21])[CH:15]=3)=[CH:12][C:11]([C:22]([OH:24])=[O:23])=[N:10]2)[CH:5]=[CH:6][C:7]=1[F:8], predict the reactants needed to synthesize it. The reactants are: [Cl:1][C:2]1[CH:3]=[C:4]([N:9]2[C:13]([C:14]3[CH:19]=[CH:18][C:17]([F:20])=[C:16]([Cl:21])[CH:15]=3)=[CH:12][C:11]([C:22]([O:24]CC)=[O:23])=[N:10]2)[CH:5]=[CH:6][C:7]=1[F:8].ClC1C=C(N2C(C3C=C(F)C=C(Cl)C=3)=CC(C(O)=O)=N2)C=CC=1F. (2) Given the product [Cl:4][C:5]1[CH:15]=[CH:14][C:13]([C:16]2[CH:17]=[CH:18][NH:19][N:2]=2)=[CH:12][C:6]=1[C:7]([O:9][CH2:10][CH3:11])=[O:8], predict the reactants needed to synthesize it. The reactants are: O.[NH2:2]N.[Cl:4][C:5]1[CH:15]=[CH:14][C:13]([C:16](=O)[CH:17]=[CH:18][N:19](C)C)=[CH:12][C:6]=1[C:7]([O:9][CH2:10][CH3:11])=[O:8]. (3) The reactants are: [NH2:1][C:2]1[CH:3]=[C:4]([OH:12])[C:5](=[CH:10][CH:11]=1)[C:6]([O:8][CH3:9])=[O:7].[C:13]([NH:21][CH2:22][C:23]1[S:27][C:26]([S:28](Cl)(=[O:30])=[O:29])=[CH:25][CH:24]=1)(=[O:20])[C:14]1[CH:19]=[CH:18][CH:17]=[CH:16][CH:15]=1. Given the product [OH:12][C:4]1[CH:3]=[C:2]([NH:1][S:28]([C:26]2[S:27][C:23]([CH2:22][NH:21][C:13]([C:14]3[CH:15]=[CH:16][CH:17]=[CH:18][CH:19]=3)=[O:20])=[CH:24][CH:25]=2)(=[O:29])=[O:30])[CH:11]=[CH:10][C:5]=1[C:6]([O:8][CH3:9])=[O:7], predict the reactants needed to synthesize it. (4) Given the product [O:1]1[CH:5]=[CH:4][CH:3]=[C:2]1[C:6]1[O:7][C:8]([CH3:36])=[C:9]([CH2:11][O:12][C:13]2[CH:33]=[CH:32][C:16]([CH2:17][O:18][C:19]3[C:23](/[CH:24]=[CH:37]/[S:38]([CH3:39])=[O:58])=[CH:22][N:21]([C:26]4[CH:31]=[CH:30][CH:29]=[CH:28][CH:27]=4)[N:20]=3)=[CH:15][C:14]=2[O:34][CH3:35])[N:10]=1, predict the reactants needed to synthesize it. The reactants are: [O:1]1[CH:5]=[CH:4][CH:3]=[C:2]1[C:6]1[O:7][C:8]([CH3:36])=[C:9]([CH2:11][O:12][C:13]2[CH:33]=[CH:32][C:16]([CH2:17][O:18][C:19]3[C:23]([CH:24]=O)=[CH:22][N:21]([C:26]4[CH:31]=[CH:30][CH:29]=[CH:28][CH:27]=4)[N:20]=3)=[CH:15][C:14]=2[O:34][CH3:35])[N:10]=1.[CH3:37][S:38][CH2:39]P(=O)(OCC)OCC.[H-].[Na+].ClC1C=CC=C(C(OO)=[O:58])C=1.S([O-])([O-])=O.[Na+].[Na+]. (5) Given the product [CH3:12][O:11][C:5]1[CH:4]=[C:3]([O:2][CH3:1])[CH:8]=[C:7]([O:9][CH3:10])[C:6]=1[CH:18]=[O:19], predict the reactants needed to synthesize it. The reactants are: [CH3:1][O:2][C:3]1[CH:8]=[C:7]([O:9][CH3:10])[CH:6]=[C:5]([O:11][CH3:12])[CH:4]=1.P(Cl)(Cl)(Cl)=O.[C:18](=O)([O-])[O-:19].[Na+].[Na+]. (6) Given the product [CH3:15][S:16]([O:7][CH:4]1[CH2:5][CH2:6][S:1][CH2:2][CH2:3]1)(=[O:18])=[O:17], predict the reactants needed to synthesize it. The reactants are: [S:1]1[CH2:6][CH2:5][CH:4]([OH:7])[CH2:3][CH2:2]1.CCN(CC)CC.[CH3:15][S:16](Cl)(=[O:18])=[O:17]. (7) Given the product [CH2:1]([C:3]1[CH:8]=[CH:7][C:6]([CH:10]=[CH2:11])=[CH:5][N:4]=1)[CH3:2], predict the reactants needed to synthesize it. The reactants are: [CH2:1]([C:3]1[CH:8]=[CH:7][C:6](Br)=[CH:5][N:4]=1)[CH3:2].[CH2:10](C([Sn])=C(CCCC)CCCC)[CH2:11]CC. (8) Given the product [Br:1][C:2]1[C:6]2[CH:7]=[C:22]([C:23]([O:25][CH2:26][CH3:27])=[O:24])[S:21][C:5]=2[N:4]([CH:10]([O:12][CH2:13][CH3:14])[CH3:11])[N:3]=1, predict the reactants needed to synthesize it. The reactants are: [Br:1][C:2]1[C:6]([CH:7]=O)=[C:5](Br)[N:4]([CH:10]([O:12][CH2:13][CH3:14])[CH3:11])[N:3]=1.C(=O)([O-])[O-].[Na+].[Na+].[SH:21][CH2:22][C:23]([O:25][CH2:26][CH3:27])=[O:24]. (9) Given the product [CH2:1]([N:3]1[CH2:8][CH2:7][CH:6]([CH2:9][C:10]2[CH:15]=[C:14]([F:16])[CH:13]=[CH:12][C:11]=2[S:17]([NH:20][C:21]2[C:30]([C:31]([OH:33])=[O:32])=[C:29]3[C:24]([CH:25]4[CH2:35][CH:26]4[CH2:27][O:28]3)=[CH:23][CH:22]=2)(=[O:18])=[O:19])[CH2:5][CH2:4]1)[CH3:2], predict the reactants needed to synthesize it. The reactants are: [CH2:1]([N:3]1[CH2:8][CH2:7][CH:6]([CH2:9][C:10]2[CH:15]=[C:14]([F:16])[CH:13]=[CH:12][C:11]=2[S:17]([NH:20][C:21]2[C:30]([C:31]([O:33]C)=[O:32])=[C:29]3[C:24]([CH:25]4[CH2:35][CH:26]4[CH2:27][O:28]3)=[CH:23][CH:22]=2)(=[O:19])=[O:18])[CH2:5][CH2:4]1)[CH3:2].O.[OH-].[Li+].O. (10) Given the product [Cl:1][C:2]1[N:7]=[C:6]([NH:22][C:19]2[CH:18]=[CH:17][C:16]([O:26][CH2:25][CH2:24][O:23][CH3:28])=[CH:21][CH:20]=2)[C:5]([N+:9]([O-:11])=[O:10])=[CH:4][N:3]=1, predict the reactants needed to synthesize it. The reactants are: [Cl:1][C:2]1[N:7]=[C:6](Cl)[C:5]([N+:9]([O-:11])=[O:10])=[CH:4][N:3]=1.COCC[C:16]1[CH:21]=[CH:20][C:19]([NH2:22])=[CH:18][CH:17]=1.[O:23]1[CH2:28]C[O:26][CH2:25][CH2:24]1.